This data is from Reaction yield outcomes from USPTO patents with 853,638 reactions. The task is: Predict the reaction yield, written as a fraction of the theoretical maximum amount of product (1.0 means a 100% yield; for example, 0.34 means a 34% yield). The reactants are [Cl:1][C:2]1[C:7]([C:8]([F:11])([F:10])[F:9])=[CH:6][CH:5]=[CH:4][C:3]=1[C:12]([N:14]1[CH:19]=[CH:18][C:17]2[N:20]([C:23]3[CH:28]=[CH:27][C:26]([F:29])=[CH:25][N:24]=3)[CH:21]=[N:22][C:16]=2[CH:15]1[CH3:30])=[O:13]. The catalyst is C1COCC1.CCO.CC(O)=O.[Pd]. The product is [Cl:1][C:2]1[C:7]([C:8]([F:9])([F:10])[F:11])=[CH:6][CH:5]=[CH:4][C:3]=1[C:12]([N:14]1[CH2:19][CH2:18][C:17]2[N:20]([C:23]3[CH:28]=[CH:27][C:26]([F:29])=[CH:25][N:24]=3)[CH:21]=[N:22][C:16]=2[CH:15]1[CH3:30])=[O:13]. The yield is 0.670.